Dataset: TCR-epitope binding with 47,182 pairs between 192 epitopes and 23,139 TCRs. Task: Binary Classification. Given a T-cell receptor sequence (or CDR3 region) and an epitope sequence, predict whether binding occurs between them. The epitope is AMFWSVPTV. The TCR CDR3 sequence is CASSSPGTSGYNEQFF. Result: 0 (the TCR does not bind to the epitope).